Dataset: Catalyst prediction with 721,799 reactions and 888 catalyst types from USPTO. Task: Predict which catalyst facilitates the given reaction. (1) Reactant: C1(P(C2CCCCC2)C2CCCCC2)CCCCC1.C1([B-](C2C=CC=CC=2)(C2C=CC=CC=2)C2C=CC=CC=2)C=CC=CC=1.[Na+].[CH2:46]([O:49][CH2:50]/[CH:51]=[CH:52]/[C:53]1[CH:58]=[CH:57][CH:56]=[C:55]([O:59][CH2:60][C:61]2[CH:66]=[CH:65][CH:64]=[CH:63][CH:62]=2)[CH:54]=1)[CH:47]=[CH2:48]. Product: [CH2:60]([O:59][C:55]1[CH:56]=[CH:57][CH:58]=[C:53](/[CH:52]=[CH:51]/[CH2:50][O:49]/[CH:46]=[CH:47]/[CH3:48])[CH:54]=1)[C:61]1[CH:62]=[CH:63][CH:64]=[CH:65][CH:66]=1. The catalyst class is: 237. (2) Reactant: [CH3:1][O:2][C:3](=[O:24])[CH2:4][CH2:5][C:6]1[C:7](=[O:23])[N:8](CC2C=CC(OC)=CC=2OC)[CH2:9][CH2:10][CH:11]=1.C([SiH](CC)CC)C. Product: [CH3:1][O:2][C:3](=[O:24])[CH2:4][CH2:5][C:6]1[C:7](=[O:23])[NH:8][CH2:9][CH2:10][CH:11]=1. The catalyst class is: 55. (3) Reactant: C(OC(=O)[NH:7][C:8]1[CH:12]=[C:11]([C:13]2[CH:18]=[CH:17][CH:16]=[CH:15][N:14]=2)[N:10]([CH3:19])[N:9]=1)(C)(C)C.Cl. Product: [CH3:19][N:10]1[C:11]([C:13]2[CH:18]=[CH:17][CH:16]=[CH:15][N:14]=2)=[CH:12][C:8]([NH2:7])=[N:9]1. The catalyst class is: 12. (4) Reactant: Cl[S:2]([C:5]1[CH:6]=[C:7]([CH:11]=[CH:12][CH:13]=1)[C:8](Cl)=[O:9])(=[O:4])=[O:3].[CH2:14]1[NH:19][CH2:18][CH2:17][N:16]2[CH2:20][CH2:21][CH2:22][CH2:23][CH:15]12.C(=O)([O-])[O-].[Na+].[Na+].[F:30][C:31]([F:40])([F:39])[C:32]1[CH:33]=[C:34]([CH:36]=[CH:37][CH:38]=1)[NH2:35]. Product: [CH2:14]1[N:19]([C:8]([C:7]2[CH:6]=[C:5]([S:2]([NH:35][C:34]3[CH:36]=[CH:37][CH:38]=[C:32]([C:31]([F:30])([F:39])[F:40])[CH:33]=3)(=[O:4])=[O:3])[CH:13]=[CH:12][CH:11]=2)=[O:9])[CH2:18][CH2:17][N:16]2[CH2:20][CH2:21][CH2:22][CH2:23][CH:15]12. The catalyst class is: 98.